Dataset: Choline transporter screen with 302,306 compounds. Task: Binary Classification. Given a drug SMILES string, predict its activity (active/inactive) in a high-throughput screening assay against a specified biological target. (1) The compound is OC=1/C(C=CC(=O)C1)=C\NNC(=O)C(=O)NN\C=C1\C(O)=CC(=O)C=C1. The result is 0 (inactive). (2) The drug is S(=O)(=O)(Nc1n(CCCC)c2nc3c(nc2c1C(OCC)=O)cccc3)c1ccc(cc1)C. The result is 0 (inactive). (3) The compound is Clc1cc2sc(N3CCN(S(=O)(=O)c4ccc(cc4)C#N)CCC3)nc2cc1. The result is 0 (inactive). (4) The molecule is S(c1nc(N2CCCCC2)nc(N2CCCCC2)n1)Cc1c(cccc1)C#N. The result is 0 (inactive). (5) The molecule is o1nc(c(NC(=O)Nc2c(noc2C)c2ccccc2)c1C)c1ccccc1. The result is 0 (inactive). (6) The compound is s1c(NC(OCC)=O)c(n(c1=S)C)C. The result is 0 (inactive).